Dataset: Full USPTO retrosynthesis dataset with 1.9M reactions from patents (1976-2016). Task: Predict the reactants needed to synthesize the given product. Given the product [Cl:28][C:13]1[C:12](=[O:29])[N:11]([CH2:10][CH2:9][C:6]2[CH:5]=[CH:4][C:3]([NH:2][C:42]([NH:43][S:44]([CH3:47])(=[O:46])=[O:45])=[O:41])=[CH:8][CH:7]=2)[C:16](/[CH:17]=[CH:18]/[C:19]2[CH:24]=[CH:23][CH:22]=[C:21]([O:25][CH3:26])[CH:20]=2)=[C:15]([Cl:27])[CH:14]=1, predict the reactants needed to synthesize it. The reactants are: Cl.[NH2:2][C:3]1[CH:8]=[CH:7][C:6]([CH2:9][CH2:10][N:11]2[C:16](/[CH:17]=[CH:18]/[C:19]3[CH:24]=[CH:23][CH:22]=[C:21]([O:25][CH3:26])[CH:20]=3)=[C:15]([Cl:27])[CH:14]=[C:13]([Cl:28])[C:12]2=[O:29])=[CH:5][CH:4]=1.CCN(C(C)C)C(C)C.C([O:41][C:42](=O)[NH:43][S:44]([CH3:47])(=[O:46])=[O:45])C.O.